Task: Predict the product of the given reaction.. Dataset: Forward reaction prediction with 1.9M reactions from USPTO patents (1976-2016) (1) The product is: [C:11]([C:13]1[CH2:14][N:15]([C:20]([O:22][C:23]([CH3:26])([CH3:25])[CH3:24])=[O:21])[CH2:16][CH2:17][C:18]=1[O:19][S:29]([C:28]([F:47])([F:46])[F:27])(=[O:31])=[O:30])#[N:12]. Given the reactants C[Si]([N-][Si](C)(C)C)(C)C.[Na+].[C:11]([CH:13]1[C:18](=[O:19])[CH2:17][CH2:16][N:15]([C:20]([O:22][C:23]([CH3:26])([CH3:25])[CH3:24])=[O:21])[CH2:14]1)#[N:12].[F:27][C:28]([F:47])([F:46])[S:29](N(C1C=CC=CC=1)[S:29]([C:28]([F:47])([F:46])[F:27])(=[O:31])=[O:30])(=[O:31])=[O:30], predict the reaction product. (2) Given the reactants [CH2:1]([S:3][C:4]1[CH:9]=[CH:8][C:7]([C@@H:10]([NH2:14])[CH2:11][O:12][CH3:13])=[CH:6][CH:5]=1)[CH3:2].[OH:15]OS([O-])=O.[K+].[OH2:21], predict the reaction product. The product is: [CH2:1]([S:3]([C:4]1[CH:9]=[CH:8][C:7]([C@@H:10]([NH2:14])[CH2:11][O:12][CH3:13])=[CH:6][CH:5]=1)(=[O:15])=[O:21])[CH3:2]. (3) Given the reactants [F:1][CH:2]([F:14])[C:3]1[NH:7][C:6]2[CH:8]=[CH:9][CH:10]=[C:11]([O:12][CH3:13])[C:5]=2[N:4]=1.[Cl:15][C:16]1[N:21]=[C:20](Cl)[N:19]=[C:18]([N:23]2[CH2:28][CH2:27][O:26][CH2:25][CH2:24]2)[N:17]=1.C([O-])([O-])=O.[K+].[K+], predict the reaction product. The product is: [Cl:15][C:16]1[N:17]=[C:18]([N:23]2[CH2:24][CH2:25][O:26][CH2:27][CH2:28]2)[N:19]=[C:20]([N:7]2[C:6]3[CH:8]=[CH:9][CH:10]=[C:11]([O:12][CH3:13])[C:5]=3[N:4]=[C:3]2[CH:2]([F:1])[F:14])[N:21]=1. (4) Given the reactants C[O-].C([Sn+](CCCC)CCCC)CCC.Br[C:17]1[CH:18]=[C:19]([CH2:23][C:24]([O:26][CH3:27])=[O:25])[CH:20]=[CH:21][CH:22]=1.C([O:31][C:32]([CH3:34])=[CH2:33])(=O)C.C1(C)C=CC=CC=1P(C1C=CC=CC=1C)C1C=CC=CC=1C, predict the reaction product. The product is: [CH3:27][O:26][C:24](=[O:25])[CH2:23][C:19]1[CH:20]=[CH:21][CH:22]=[C:17]([CH2:33][C:32](=[O:31])[CH3:34])[CH:18]=1.